From a dataset of Reaction yield outcomes from USPTO patents with 853,638 reactions. Predict the reaction yield, written as a fraction of the theoretical maximum amount of product (1.0 means a 100% yield; for example, 0.34 means a 34% yield). (1) The reactants are [N:1]1[N:5]2[CH:6]=[C:7]([OH:10])[CH:8]=[CH:9][C:4]2=[CH:3][CH:2]=1.N1C=CC=CC=1.[F:17][C:18]([F:31])([F:30])[S:19](O[S:19]([C:18]([F:31])([F:30])[F:17])(=[O:21])=[O:20])(=[O:21])=[O:20].C(=O)(O)[O-].[Na+]. The catalyst is ClCCl. The product is [F:17][C:18]([F:31])([F:30])[S:19]([O:10][C:7]1[CH:8]=[CH:9][C:4]2[N:5]([N:1]=[CH:2][CH:3]=2)[CH:6]=1)(=[O:21])=[O:20]. The yield is 0.980. (2) The reactants are [CH:1]1([C:4]2[N:8]3[CH:9]=[CH:10][CH:11]=[CH:12][C:7]3=[N:6][C:5]=2[C:13]([O:15]CC)=[O:14])[CH2:3][CH2:2]1.[OH-].[Na+].Cl. The catalyst is CO.O. The product is [CH:1]1([C:4]2[N:8]3[CH:9]=[CH:10][CH:11]=[CH:12][C:7]3=[N:6][C:5]=2[C:13]([OH:15])=[O:14])[CH2:2][CH2:3]1. The yield is 0.920. (3) The yield is 0.170. The product is [CH3:9][C@@H:6]1[CH2:5][NH:4][C@H:3]([CH2:2][O:1][C:20]2[CH:25]=[CH:24][C:23]([C:26]([F:29])([F:28])[F:27])=[CH:22][N:21]=2)[CH2:8][CH2:7]1. The catalyst is C1COCC1.C(Cl)Cl. The reactants are [OH:1][CH2:2][C@@H:3]1[CH2:8][CH2:7][C@H:6]([CH3:9])[CH2:5][N:4]1C(OC(C)(C)C)=O.[H-].[Na+].Cl[C:20]1[CH:25]=[CH:24][C:23]([C:26]([F:29])([F:28])[F:27])=[CH:22][N:21]=1.C([O-])(O)=O.[Na+].C(O)(C(F)(F)F)=O. (4) The reactants are [CH3:1][C:2]1[C:3]([OH:11])=[C:4]([CH3:10])[C:5]([CH3:9])=[C:6]([CH:8]=1)[OH:7].[CH3:12][CH:13]([CH2:15][CH2:16][CH2:17][CH:18]([CH2:20][CH2:21][CH2:22][CH:23]([CH2:25][CH2:26][CH2:27][C:28](O)([CH:30]=C)[CH3:29])[CH3:24])[CH3:19])[CH3:14].[C:33](O)(=O)C. The catalyst is CCOCC.CO.[Cl-].[Zn+2].[Cl-]. The product is [CH2:1]([C:2]1[C:3]([OH:11])=[C:4]([CH3:10])[C:5]([CH3:9])=[C:6]([OH:7])[C:8]=1[CH3:33])/[CH:12]=[C:13](/[CH2:15][CH2:16][CH2:17][C@@H:18]([CH2:20][CH2:21][CH2:22][C@@H:23]([CH2:25][CH2:26][CH2:27][CH:28]([CH3:30])[CH3:29])[CH3:24])[CH3:19])\[CH3:14]. The yield is 0.470. (5) The reactants are [Br:1][C:2]1[CH:10]=[CH:9][CH:8]=[C:7]2[C:3]=1[C:4]([C:19]1[CH:24]=[C:23]([F:25])[C:22]([F:26])=[CH:21][C:20]=1[OH:27])(O)[C:5](=[O:17])[N:6]2[CH2:11][C:12]([O:14][CH2:15][CH3:16])=[O:13].C([SiH](CC)CC)C.FC(F)(F)C(O)=O. The catalyst is C(OCC)(=O)C. The product is [Br:1][C:2]1[CH:10]=[CH:9][CH:8]=[C:7]2[C:3]=1[CH:4]([C:19]1[CH:24]=[C:23]([F:25])[C:22]([F:26])=[CH:21][C:20]=1[OH:27])[C:5](=[O:17])[N:6]2[CH2:11][C:12]([O:14][CH2:15][CH3:16])=[O:13]. The yield is 0.430. (6) The reactants are [CH3:1][N:2]1[C:6]([C:7]([NH:9][C:10]2[CH:11]=[C:12]([CH:29]=[C:30]([CH3:32])[CH:31]=2)[O:13][C:14]2[CH:15]=[CH:16][C:17]([NH:20][C:21]([NH:23]C(=O)OCC)=S)=[N:18][CH:19]=2)=[O:8])=[CH:5][C:4]([CH3:33])=[N:3]1.[Cl-].O[NH3+].C([N:40](CC)C(C)C)(C)C.C(O)C. The catalyst is CO. The product is [NH2:40][C:21]1[N:20]=[C:17]2[CH:16]=[CH:15][C:14]([O:13][C:12]3[CH:11]=[C:10]([NH:9][C:7]([C:6]4[N:2]([CH3:1])[N:3]=[C:4]([CH3:33])[CH:5]=4)=[O:8])[CH:31]=[C:30]([CH3:32])[CH:29]=3)=[CH:19][N:18]2[N:23]=1. The yield is 0.720. (7) The reactants are [Cl:1][C:2]1[CH:10]=[CH:9][C:8]([C:11]2[N:12]([C:22]([O:24][C:25]([CH3:28])([CH3:27])[CH3:26])=[O:23])[C:13]3[C:18]([CH:19]=2)=[CH:17][C:16]([CH:20]=O)=[CH:15][CH:14]=3)=[C:7]2[C:3]=1[CH2:4][NH:5][C:6]2=[O:29].[NH:30]1[CH2:35][CH2:34][CH2:33][CH2:32][CH:31]1[CH2:36][OH:37].C(O)(=O)C.C(O[BH-](OC(=O)C)OC(=O)C)(=O)C.[Na+].Cl. The catalyst is C(#N)C.C(OCC)(=O)C. The product is [Cl:1][C:2]1[CH:10]=[CH:9][C:8]([C:11]2[N:12]([C:22]([O:24][C:25]([CH3:27])([CH3:26])[CH3:28])=[O:23])[C:13]3[C:18]([CH:19]=2)=[CH:17][C:16]([CH2:20][N:30]2[CH2:35][CH2:34][CH2:33][CH2:32][CH:31]2[CH2:36][OH:37])=[CH:15][CH:14]=3)=[C:7]2[C:3]=1[CH2:4][NH:5][C:6]2=[O:29]. The yield is 0.570.